This data is from hERG potassium channel inhibition data for cardiac toxicity prediction from Karim et al.. The task is: Regression/Classification. Given a drug SMILES string, predict its toxicity properties. Task type varies by dataset: regression for continuous values (e.g., LD50, hERG inhibition percentage) or binary classification for toxic/non-toxic outcomes (e.g., AMES mutagenicity, cardiotoxicity, hepatotoxicity). Dataset: herg_karim. (1) The drug is CN1CCN(Cc2ccc3c(c2)CC2=C3N=NC2c2csc(C#CCOCC(N)=O)c2)CC1. The result is 0 (non-blocker). (2) The molecule is CC(C)N(C(=O)c1ccccc1C(F)(F)F)[C@H]1CCNC1. The result is 0 (non-blocker).